This data is from Forward reaction prediction with 1.9M reactions from USPTO patents (1976-2016). The task is: Predict the product of the given reaction. (1) The product is: [CH2:28]([N:3]([CH2:1][CH3:2])[CH2:4][CH2:5][CH2:6][NH:7][C:8]([NH:10][C:11]1[CH:16]=[C:15]([O:17][C:18]2[CH:23]=[CH:22][C:21]([NH2:24])=[CH:20][C:19]=2[F:27])[CH:14]=[CH:13][N:12]=1)=[O:9])[CH3:29]. Given the reactants [CH2:1]([N:3]([CH2:28][CH3:29])[CH2:4][CH2:5][CH2:6][NH:7][C:8]([NH:10][C:11]1[CH:16]=[C:15]([O:17][C:18]2[CH:23]=[CH:22][C:21]([N+:24]([O-])=O)=[CH:20][C:19]=2[F:27])[CH:14]=[CH:13][N:12]=1)=[O:9])[CH3:2].O1CCCC1, predict the reaction product. (2) Given the reactants [Br:1][C:2]1[C:6](I)=[C:5]([C:8](=[O:14])[C:9]([O:11][CH2:12]C)=[O:10])[N:4]([CH3:15])[N:3]=1.C(=O)([O-])[O-].[K+].[K+].CC1(C)C(C)(C)OB([C:30]2[CH:31]=[C:32]3[C:37](=[CH:38][CH:39]=2)[O:36][CH2:35][CH2:34][CH2:33]3)O1.C(N(CC)CC)C.ClC(OC)=O, predict the reaction product. The product is: [Br:1][C:2]1[C:6]([C:30]2[CH:39]=[CH:38][C:37]3[O:36][CH2:35][CH2:34][CH2:33][C:32]=3[CH:31]=2)=[C:5]([C:8](=[O:14])[C:9]([O:11][CH3:12])=[O:10])[N:4]([CH3:15])[N:3]=1.